From a dataset of Peptide-MHC class II binding affinity with 134,281 pairs from IEDB. Regression. Given a peptide amino acid sequence and an MHC pseudo amino acid sequence, predict their binding affinity value. This is MHC class II binding data. (1) The peptide sequence is AFKVAATAANAAPAE. The MHC is DRB1_0802 with pseudo-sequence DRB1_0802. The binding affinity (normalized) is 0.797. (2) The peptide sequence is LIINWLQEALSSASL. The MHC is DRB1_0405 with pseudo-sequence DRB1_0405. The binding affinity (normalized) is 0.505. (3) The peptide sequence is RVSDVSVLMKEYDVS. The MHC is DRB1_0101 with pseudo-sequence DRB1_0101. The binding affinity (normalized) is 0.768. (4) The peptide sequence is EIGAVALDYPSGTSG. The MHC is HLA-DQA10201-DQB10301 with pseudo-sequence HLA-DQA10201-DQB10301. The binding affinity (normalized) is 0.518. (5) The peptide sequence is ENVIDVKLVDANGKL. The MHC is HLA-DQA10501-DQB10201 with pseudo-sequence HLA-DQA10501-DQB10201. The binding affinity (normalized) is 0.325. (6) The peptide sequence is TIPNIMFFSTMKRPS. The MHC is HLA-DPA10103-DPB10401 with pseudo-sequence HLA-DPA10103-DPB10401. The binding affinity (normalized) is 0.316. (7) The binding affinity (normalized) is 0.719. The peptide sequence is VNKMLAVLDTNILWV. The MHC is DRB1_1201 with pseudo-sequence DRB1_1201.